This data is from Catalyst prediction with 721,799 reactions and 888 catalyst types from USPTO. The task is: Predict which catalyst facilitates the given reaction. (1) Reactant: [C:1]([C:3]1[N:11]=[CH:10][C:9]2[N:8]([CH2:12][O:13][CH2:14][CH2:15][Si:16]([CH3:19])([CH3:18])[CH3:17])[C:7]3[N:20]=[CH:21][CH:22]=[C:23]([N:24]4[CH2:29][CH2:28][CH2:27][C@H:26]([NH:30][C:31](=[O:37])[O:32][C:33]([CH3:36])([CH3:35])[CH3:34])[CH2:25]4)[C:6]=3[C:5]=2[CH:4]=1)#[N:2].[H-].[Na+].I[CH2:41][CH3:42]. Product: [C:1]([C:3]1[N:11]=[CH:10][C:9]2[N:8]([CH2:12][O:13][CH2:14][CH2:15][Si:16]([CH3:19])([CH3:18])[CH3:17])[C:7]3[N:20]=[CH:21][CH:22]=[C:23]([N:24]4[CH2:29][CH2:28][CH2:27][C@H:26]([N:30]([CH2:41][CH3:42])[C:31](=[O:37])[O:32][C:33]([CH3:34])([CH3:36])[CH3:35])[CH2:25]4)[C:6]=3[C:5]=2[CH:4]=1)#[N:2]. The catalyst class is: 7. (2) Reactant: Br[C:2]1[CH:3]=[CH:4][C:5]2[C:11]3[S:12][C:13]([C:15]([N:17]([C:19]4[CH:24]=[CH:23][CH:22]=[CH:21][C:20]=4[Cl:25])[CH3:18])=[O:16])=[CH:14][C:10]=3[CH2:9][CH2:8][O:7][C:6]=2[CH:26]=1.F[B-](F)(F)F.C([PH+](C(C)(C)C)C(C)(C)C)(C)(C)C.C1CCN2C(=NCCC2)CC1.[CH2:56]([O:58][C:59](=[O:61])C)C. Product: [Cl:25][C:20]1[CH:21]=[CH:22][CH:23]=[CH:24][C:19]=1[N:17]([CH3:18])[C:15]([C:13]1[S:12][C:11]2[C:5]3[CH:4]=[CH:3][C:2]([C:59]([O:58][CH3:56])=[O:61])=[CH:26][C:6]=3[O:7][CH2:8][CH2:9][C:10]=2[CH:14]=1)=[O:16]. The catalyst class is: 92. (3) Reactant: Cl[CH2:2][CH2:3][CH2:4][CH2:5][C:6]([C:8]1[C:16]2[C:11](=[CH:12][CH:13]=[CH:14][CH:15]=2)[NH:10][CH:9]=1)=[O:7].[C-:17]#[N:18].[Na+]. Product: [NH:10]1[C:11]2[C:16](=[CH:15][CH:14]=[CH:13][CH:12]=2)[C:8]([C:6](=[O:7])[CH2:5][CH2:4][CH2:3][CH2:2][C:17]#[N:18])=[CH:9]1. The catalyst class is: 3.